Dataset: Forward reaction prediction with 1.9M reactions from USPTO patents (1976-2016). Task: Predict the product of the given reaction. (1) Given the reactants [NH2:1][C:2]1[CH:7]=[CH:6][CH:5]=[CH:4][CH:3]=1.[CH3:8][C:9]1[CH:14]=[CH:13][C:12]([C:15]2[N:16]=[C:17]([C:28](O)=[O:29])[N:18]([CH3:27])[C:19]=2[C:20]2[CH:25]=[CH:24][C:23]([CH3:26])=[CH:22][CH:21]=2)=[CH:11][CH:10]=1, predict the reaction product. The product is: [C:2]1([NH:1][C:28]([C:17]2[N:18]([CH3:27])[C:19]([C:20]3[CH:25]=[CH:24][C:23]([CH3:26])=[CH:22][CH:21]=3)=[C:15]([C:12]3[CH:11]=[CH:10][C:9]([CH3:8])=[CH:14][CH:13]=3)[N:16]=2)=[O:29])[CH:7]=[CH:6][CH:5]=[CH:4][CH:3]=1. (2) Given the reactants [CH3:1][S:2]([C:5]1[CH:6]=[C:7]2[C:11](=[CH:12][CH:13]=1)[NH:10][CH:9]=[CH:8]2)(=[O:4])=[O:3].Br[C:15]1[N:16]=[C:17]([O:20][CH:21]2[CH2:26][CH2:25][N:24]([C:27]([O:29][C:30]([CH3:33])([CH3:32])[CH3:31])=[O:28])[CH2:23][CH2:22]2)[S:18][CH:19]=1, predict the reaction product. The product is: [C:30]([O:29][C:27]([N:24]1[CH2:23][CH2:22][CH:21]([O:20][C:17]2[S:18][CH:19]=[C:15]([N:10]3[C:11]4[C:7](=[CH:6][C:5]([S:2]([CH3:1])(=[O:4])=[O:3])=[CH:13][CH:12]=4)[CH:8]=[CH:9]3)[N:16]=2)[CH2:26][CH2:25]1)=[O:28])([CH3:33])([CH3:31])[CH3:32]. (3) Given the reactants [CH:1]#[C:2][CH2:3][CH2:4][CH2:5][CH2:6][C:7]#[CH:8].Br[CH2:10][CH2:11][CH2:12][CH2:13][CH2:14][CH2:15][CH2:16][O:17][CH:18]1[CH2:23][CH2:22][CH2:21][CH2:20][O:19]1, predict the reaction product. The product is: [CH2:16]([O:17][CH:18]1[CH2:23][CH2:22][CH2:21][CH2:20][O:19]1)[CH2:15][CH2:14][CH2:13][CH2:12][CH2:11][CH2:10][C:1]#[C:2][CH2:3][CH2:4][CH2:5][CH2:6][C:7]#[CH:8]. (4) Given the reactants [Cl:1][C:2]1[CH:3]=[C:4]2[C:14](=[CH:15][CH:16]=1)[C:8]1([CH2:13][CH2:12][O:11][CH2:10][CH2:9]1)[C:7](=[O:17])[C:6]([C:18](OCC)=[O:19])=[C:5]2[OH:23].Cl.[CH3:25][O:26][C:27](=[O:30])[CH2:28][NH2:29].CCN(C(C)C)C(C)C, predict the reaction product. The product is: [Cl:1][C:2]1[CH:3]=[C:4]2[C:14](=[CH:15][CH:16]=1)[C:8]1([CH2:13][CH2:12][O:11][CH2:10][CH2:9]1)[C:7](=[O:17])[C:6]([C:18]([NH:29][CH2:28][C:27]([O:26][CH3:25])=[O:30])=[O:19])=[C:5]2[OH:23]. (5) Given the reactants [Cl:1][C:2]1[C:7]([F:8])=[CH:6][CH:5]=[C:4]([O:9][CH3:10])[C:3]=1[C@H:11]([C:13]1[C:21]2[C:16](=[N:17][CH:18]=[C:19]([C:22]3[CH:23]=[N:24][N:25]([CH:28]4[CH2:33][CH2:32][C:31](=O)[CH2:30][CH2:29]4)[C:26]=3[CH3:27])[CH:20]=2)[NH:15][CH:14]=1)[CH3:12].[N:35]1(C(OC(C)(C)C)=O)[CH2:40][CH2:39][NH:38][CH2:37][CH2:36]1.C(O[BH-](OC(=O)C)OC(=O)C)(=O)C.[Na+].ClCCCl.O1CCOCC1.Cl, predict the reaction product. The product is: [Cl:1][C:2]1[C:7]([F:8])=[CH:6][CH:5]=[C:4]([O:9][CH3:10])[C:3]=1[C@H:11]([C:13]1[C:21]2[C:16](=[N:17][CH:18]=[C:19]([C:22]3[CH:23]=[N:24][N:25]([C@H:28]4[CH2:33][CH2:32][C@@H:31]([N:35]5[CH2:40][CH2:39][NH:38][CH2:37][CH2:36]5)[CH2:30][CH2:29]4)[C:26]=3[CH3:27])[CH:20]=2)[NH:15][CH:14]=1)[CH3:12]. (6) Given the reactants [OH:1][CH2:2][C:3]1[CH:8]=[CH:7][CH:6]=[CH:5][C:4]=1[C:9]1[CH:14]=[CH:13][CH:12]=[C:11]([CH2:15][O:16][C:17]2[CH:22]=[CH:21][C:20]([CH2:23][CH2:24][C:25]([O:27]C(C)(C)C)=[O:26])=[CH:19][CH:18]=2)[CH:10]=1, predict the reaction product. The product is: [OH:1][CH2:2][C:3]1[CH:8]=[CH:7][CH:6]=[CH:5][C:4]=1[C:9]1[CH:14]=[CH:13][CH:12]=[C:11]([CH2:15][O:16][C:17]2[CH:18]=[CH:19][C:20]([CH2:23][CH2:24][C:25]([OH:27])=[O:26])=[CH:21][CH:22]=2)[CH:10]=1.